Dataset: Forward reaction prediction with 1.9M reactions from USPTO patents (1976-2016). Task: Predict the product of the given reaction. (1) Given the reactants [NH2:1][C:2]1[CH:3]=[C:4]2[C:8](=[CH:9][CH:10]=1)[N:7]([CH2:11][CH2:12][F:13])[C:6](=[O:14])[CH2:5]2.[C:15]([O:19][C:20](=[O:26])[NH:21][CH2:22][C@H:23]1[CH2:25][O:24]1)([CH3:18])([CH3:17])[CH3:16].FC(F)(F)S([O-])(=O)=O.[Li+], predict the reaction product. The product is: [C:15]([O:19][C:20](=[O:26])[NH:21][CH2:22][C@H:23]([OH:24])[CH2:25][NH:1][C:2]1[CH:3]=[C:4]2[C:8](=[CH:9][CH:10]=1)[N:7]([CH2:11][CH2:12][F:13])[C:6](=[O:14])[CH2:5]2)([CH3:17])([CH3:16])[CH3:18]. (2) Given the reactants [NH2:1][C@H:2]1[CH2:6][CH2:5][N:4]([C:7]2[C:15]3[C:14]4[CH:16]=[C:17]([C:20]#[N:21])[N:18]=[CH:19][C:13]=4[N:12]([CH2:22][O:23][CH2:24][CH2:25][Si:26]([CH3:29])([CH3:28])[CH3:27])[C:11]=3[N:10]=[CH:9][CH:8]=2)[CH2:3]1.FC(F)(F)S(O[CH2:36][C:37]([F:40])([F:39])[F:38])(=O)=O.C(N(CC)C(C)C)(C)C, predict the reaction product. The product is: [F:38][C:37]([F:40])([F:39])[CH2:36][NH:1][C@H:2]1[CH2:6][CH2:5][N:4]([C:7]2[C:15]3[C:14]4[CH:16]=[C:17]([C:20]#[N:21])[N:18]=[CH:19][C:13]=4[N:12]([CH2:22][O:23][CH2:24][CH2:25][Si:26]([CH3:29])([CH3:28])[CH3:27])[C:11]=3[N:10]=[CH:9][CH:8]=2)[CH2:3]1.